Dataset: Full USPTO retrosynthesis dataset with 1.9M reactions from patents (1976-2016). Task: Predict the reactants needed to synthesize the given product. (1) Given the product [CH3:13][C:3]1[CH:4]=[C:5]([CH:11]=[CH:12][C:2]=1[C:15]#[C:14][Si:16]([CH2:21][CH3:22])([CH2:19][CH3:20])[CH2:17][CH3:18])[C:6]([O:8][CH2:9][CH3:10])=[O:7], predict the reactants needed to synthesize it. The reactants are: Br[C:2]1[CH:12]=[CH:11][C:5]([C:6]([O:8][CH2:9][CH3:10])=[O:7])=[CH:4][C:3]=1[CH3:13].[CH2:14]([Si:16]([CH2:21][CH3:22])([CH2:19][CH3:20])[C:17]#[CH:18])[CH3:15].C(N(CC)CC)C. (2) Given the product [CH2:1]([O:3][C:4]([N:6]1[C:15]2[C:10](=[N:11][C:12]([O:16][CH3:17])=[CH:13][CH:14]=2)[C@@H:9]([NH:18][C:19]2[N:24]=[C:23]([CH2:25][C:26]3[CH:31]=[C:30]([C:32]([F:33])([F:34])[F:35])[CH:29]=[C:28]([C:36]([F:39])([F:37])[F:38])[CH:27]=3)[C:22]([N:40]3[CH2:41][CH2:42][N:43]([C:46]4[NH:49][C:57](=[O:58])[O:48][N:47]=4)[CH2:44][CH2:45]3)=[CH:21][N:20]=2)[CH2:8][C@H:7]1[CH2:50][CH3:51])=[O:5])[CH3:2], predict the reactants needed to synthesize it. The reactants are: [CH2:1]([O:3][C:4]([N:6]1[C:15]2[C:10](=[N:11][C:12]([O:16][CH3:17])=[CH:13][CH:14]=2)[C@@H:9]([NH:18][C:19]2[N:24]=[C:23]([CH2:25][C:26]3[CH:31]=[C:30]([C:32]([F:35])([F:34])[F:33])[CH:29]=[C:28]([C:36]([F:39])([F:38])[F:37])[CH:27]=3)[C:22]([N:40]3[CH2:45][CH2:44][N:43]([C:46](=[NH:49])[NH:47][OH:48])[CH2:42][CH2:41]3)=[CH:21][N:20]=2)[CH2:8][C@H:7]1[CH2:50][CH3:51])=[O:5])[CH3:2].C1N=CN([C:57](N2C=NC=C2)=[O:58])C=1. (3) Given the product [CH3:34][C:33]1[N:32]=[C:30]([C:29]2[CH:28]=[C:27]([C:20]3[N:19]=[C:18]([C:16]([C:7]4[CH:8]=[C:9]5[C:4](=[CH:5][CH:6]=4)[NH:3][C:2](=[O:1])[N:11]([CH2:12][CH2:13][CH3:14])[C:10]5=[O:15])=[O:17])[N:22]4[CH:23]=[CH:24][CH:25]=[CH:26][C:21]=34)[CH:40]=[CH:39][CH:38]=2)[O:31][N:36]=1, predict the reactants needed to synthesize it. The reactants are: [O:1]=[C:2]1[N:11]([CH2:12][CH2:13][CH3:14])[C:10](=[O:15])[C:9]2[C:4](=[CH:5][CH:6]=[C:7]([C:16]([C:18]3[N:22]4[CH:23]=[CH:24][CH:25]=[CH:26][C:21]4=[C:20]([C:27]4[CH:28]=[C:29]([CH:38]=[CH:39][CH:40]=4)[C:30]([NH:32]/[C:33](=[N:36]/[H])/[CH2:34]O)=[O:31])[N:19]=3)=[O:17])[CH:8]=2)[NH:3]1. (4) Given the product [CH:25]1([C:28]2[N:37]=[C:36]([N:4]3[CH2:5][CH2:6][C:2]([F:1])([C:7]4[CH:8]=[CH:9][CH:10]=[CH:11][CH:12]=4)[CH2:3]3)[C:35]3[C:30](=[CH:31][C:32]([O:41][CH3:42])=[C:33]([O:39][CH3:40])[CH:34]=3)[N:29]=2)[CH2:27][CH2:26]1, predict the reactants needed to synthesize it. The reactants are: [F:1][C:2]1([C:7]2[CH:12]=[CH:11][CH:10]=[CH:9][CH:8]=2)[CH2:6][CH2:5][NH:4][CH2:3]1.C1(C2CNCC=2)C=CC=CC=1.Cl.[CH:25]1([C:28]2[N:37]=[C:36](O)[C:35]3[C:30](=[CH:31][C:32]([O:41][CH3:42])=[C:33]([O:39][CH3:40])[CH:34]=3)[N:29]=2)[CH2:27][CH2:26]1.C1CCN2C(=NCCC2)CC1.F[P-](F)(F)(F)(F)F.N1(O[P+](N(C)C)(N(C)C)N(C)C)C2C=CC=CC=2N=N1. (5) The reactants are: C([O:4][C:5](=[O:77])[CH2:6][C@H:7]([OH:76])[C@H:8]([NH:16][C:17](=[O:75])[C@H:18]([NH:40][C:41](=[O:74])[C@H:42]([NH:44][C:45](=[O:73])[CH2:46][C@H:47]([OH:72])/[CH:48]=[CH:49]/[CH2:50][CH2:51][S:52][C:53]([C:66]1[CH:71]=[CH:70][CH:69]=[CH:68][CH:67]=1)([C:60]1[CH:65]=[CH:64][CH:63]=[CH:62][CH:61]=1)[C:54]1[CH:59]=[CH:58][CH:57]=[CH:56][CH:55]=1)[CH3:43])[CH2:19][S:20][C:21]([C:34]1[CH:39]=[CH:38][CH:37]=[CH:36][CH:35]=1)([C:28]1[CH:33]=[CH:32][CH:31]=[CH:30][CH:29]=1)[C:22]1[CH:27]=[CH:26][CH:25]=[CH:24][CH:23]=1)[CH2:9][C:10]1[CH:15]=[CH:14][CH:13]=[CH:12][CH:11]=1)C=C.N1CCOCC1.CC(O)=O. Given the product [OH:76][C@H:7]([C@H:8]([NH:16][C:17](=[O:75])[C@H:18]([NH:40][C:41](=[O:74])[C@H:42]([NH:44][C:45](=[O:73])[CH2:46][C@H:47]([OH:72])/[CH:48]=[CH:49]/[CH2:50][CH2:51][S:52][C:53]([C:66]1[CH:71]=[CH:70][CH:69]=[CH:68][CH:67]=1)([C:60]1[CH:65]=[CH:64][CH:63]=[CH:62][CH:61]=1)[C:54]1[CH:55]=[CH:56][CH:57]=[CH:58][CH:59]=1)[CH3:43])[CH2:19][S:20][C:21]([C:22]1[CH:23]=[CH:24][CH:25]=[CH:26][CH:27]=1)([C:28]1[CH:33]=[CH:32][CH:31]=[CH:30][CH:29]=1)[C:34]1[CH:39]=[CH:38][CH:37]=[CH:36][CH:35]=1)[CH2:9][C:10]1[CH:15]=[CH:14][CH:13]=[CH:12][CH:11]=1)[CH2:6][C:5]([OH:77])=[O:4], predict the reactants needed to synthesize it.